Dataset: Reaction yield outcomes from USPTO patents with 853,638 reactions. Task: Predict the reaction yield, written as a fraction of the theoretical maximum amount of product (1.0 means a 100% yield; for example, 0.34 means a 34% yield). (1) The reactants are [H-].[Na+].[CH2:3]([N:5]1[C:14]2[CH:13]=[CH:12][C:11]([CH3:15])=[CH:10][C:9]=2[C:8](=[O:16])[C:7]2[N:17]([CH3:20])[N:18]=[CH:19][C:6]1=2)[CH3:4].[CH3:21][S:22]CCl. The catalyst is CN(C)C=O.[Cl-].[Na+].O. The product is [CH3:20][N:17]1[C:7]2[C:8](=[O:16])[C:9]3[CH:10]=[C:11]([CH3:15])[CH:12]=[CH:13][C:14]=3[N:5]([CH2:3][CH2:4][S:22][CH3:21])[C:6]=2[CH:19]=[N:18]1. The yield is 0.430. (2) The reactants are [CH3:1][O:2][C:3]1[CH:4]=[C:5]([C:11](=NNS(C2C=CC(C)=CC=2)(=O)=O)[CH2:12][C:13]2[CH:18]=CC3OCOC=3[CH:14]=2)[CH:6]=[C:7]([O:9][CH3:10])[CH:8]=1.C[C:35]([CH3:38])([O-:37])[CH3:36].[K+].[C:40]1(C)[CH:45]=CC=C[CH:41]=1. The catalyst is O. The product is [CH3:10][O:9][C:7]1[CH:6]=[C:5](/[CH:11]=[CH:12]/[C:13]2[CH:18]=[CH:38][C:35]([O:37][CH:40]([CH3:45])[CH3:41])=[CH:36][CH:14]=2)[CH:4]=[C:3]([O:2][CH3:1])[CH:8]=1. The yield is 0.556. (3) The reactants are [N:1]1([C:7]2[N:14]=[CH:13][CH:12]=[CH:11][C:8]=2[C:9]#[N:10])[CH2:6][CH2:5][NH:4][CH2:3][CH2:2]1.C(Cl)(Cl)Cl.C(N(CC)CC)C.[Cl:26][CH2:27][C:28](Cl)=[O:29]. The catalyst is O. The product is [Cl:26][CH2:27][C:28]([N:4]1[CH2:3][CH2:2][N:1]([C:7]2[N:14]=[CH:13][CH:12]=[CH:11][C:8]=2[C:9]#[N:10])[CH2:6][CH2:5]1)=[O:29]. The yield is 0.510. (4) The reactants are [O:1]1[C:5]2[CH:6]=[CH:7][C:8]([C:10]3([C:13]([OH:15])=O)[CH2:12][CH2:11]3)=[CH:9][C:4]=2[O:3][CH2:2]1.CN(C)C=O.C(N(CC)CC)C.[NH2:28][C:29]1[CH:30]=[C:31]2[C:35](=[CH:36][CH:37]=1)[NH:34][C:33]([C:38]([O:40][CH2:41][CH3:42])=[O:39])=[CH:32]2. The catalyst is S(Cl)(Cl)=O.ClCCl. The product is [O:1]1[C:5]2[CH:6]=[CH:7][C:8]([C:10]3([C:13]([NH:28][C:29]4[CH:30]=[C:31]5[C:35](=[CH:36][CH:37]=4)[NH:34][C:33]([C:38]([O:40][CH2:41][CH3:42])=[O:39])=[CH:32]5)=[O:15])[CH2:11][CH2:12]3)=[CH:9][C:4]=2[O:3][CH2:2]1. The yield is 0.880.